From a dataset of Reaction yield outcomes from USPTO patents with 853,638 reactions. Predict the reaction yield, written as a fraction of the theoretical maximum amount of product (1.0 means a 100% yield; for example, 0.34 means a 34% yield). (1) The reactants are [CH3:1][C:2]1[NH:3][C:4]2[C:9]([CH:10]=1)=[CH:8][CH:7]=[CH:6][CH:5]=2.I[C:12]1[CH:13]=[C:14]([CH3:19])[CH:15]=[C:16]([CH3:18])[CH:17]=1. No catalyst specified. The product is [CH3:19][C:14]1[CH:13]=[C:12]([N:3]2[C:4]3[C:9](=[CH:8][CH:7]=[CH:6][CH:5]=3)[CH:10]=[C:2]2[CH3:1])[CH:17]=[C:16]([CH3:18])[CH:15]=1. The yield is 0.950. (2) The reactants are [CH:1]1([N:7]=[C:8]=[O:9])[CH2:6][CH2:5][CH2:4][CH2:3][CH2:2]1.[NH:10]1[CH2:15][CH2:14][CH2:13][CH2:12][CH2:11]1. The catalyst is CCCCCC. The product is [CH:1]1([NH:7][C:8]([N:10]2[CH2:15][CH2:14][CH2:13][CH2:12][CH2:11]2)=[O:9])[CH2:6][CH2:5][CH2:4][CH2:3][CH2:2]1. The yield is 0.983. (3) The reactants are C[O:2][C:3](=[O:15])[C:4]1[C:9]([CH2:10][N:11]([CH3:13])[CH3:12])=[CH:8][CH:7]=[CH:6][C:5]=1[Cl:14].[OH-].[Na+]. The catalyst is CO. The product is [Cl:14][C:5]1[CH:6]=[CH:7][CH:8]=[C:9]([CH2:10][N:11]([CH3:13])[CH3:12])[C:4]=1[C:3]([OH:15])=[O:2]. The yield is 0.710. (4) The reactants are [CH3:1][CH:2]([CH3:38])[C@H:3]([N:8]1[CH2:16][C:15]2[C:10](=[CH:11][C:12]([C:17]3[CH:22]=[CH:21][C:20]([NH:23][C:24]([C:26]4SC(C5C=CC=CC=5)=CN=4)=[O:25])=[CH:19][CH:18]=3)=[CH:13][CH:14]=2)[C:9]1=[O:37])[C:4]([O:6][CH3:7])=[O:5].NC1C=CC(C2C=C3C(CN([C@@H](C(C)C)C(OC)=O)C3=O)=CC=2)=CC=1.[F:64][C:65]([F:83])([F:82])[C:66]1[CH:71]=[CH:70][C:69]([C:72]2[CH:76]=C(C(OCC)=O)[O:74][N:73]=2)=[CH:68][CH:67]=1. No catalyst specified. The product is [CH3:38][CH:2]([CH3:1])[C@H:3]([N:8]1[CH2:16][C:15]2[C:10](=[CH:11][C:12]([C:17]3[CH:22]=[CH:21][C:20]([NH:23][C:24]([C:26]4[O:74][N:73]=[C:72]([C:69]5[CH:70]=[CH:71][C:66]([C:65]([F:64])([F:82])[F:83])=[CH:67][CH:68]=5)[CH:76]=4)=[O:25])=[CH:19][CH:18]=3)=[CH:13][CH:14]=2)[C:9]1=[O:37])[C:4]([O:6][CH3:7])=[O:5]. The yield is 0.620. (5) The yield is 0.200. The catalyst is CO.C(O)(=O)C.C([O-])(O)=O.[Na+]. The product is [CH:1]1([C:4]2[C:5]([NH:21][C@@H:22]3[C:30]4[C:25](=[CH:26][CH:27]=[CH:28][CH:29]=4)[CH2:24][C@H:23]3[NH:31][CH2:35][CH2:34][O:33][CH3:32])=[N:6][C:7]([CH:18]3[CH2:19][CH2:20]3)=[C:8]([C:10]3[CH:15]=[CH:14][C:13]([Cl:16])=[CH:12][C:11]=3[Cl:17])[N:9]=2)[CH2:2][CH2:3]1. The reactants are [CH:1]1([C:4]2[C:5]([NH:21][C@@H:22]3[C:30]4[C:25](=[CH:26][CH:27]=[CH:28][CH:29]=4)[CH2:24][C@H:23]3[NH2:31])=[N:6][C:7]([CH:18]3[CH2:20][CH2:19]3)=[C:8]([C:10]3[CH:15]=[CH:14][C:13]([Cl:16])=[CH:12][C:11]=3[Cl:17])[N:9]=2)[CH2:3][CH2:2]1.[CH3:32][O:33][CH2:34][CH:35]=O.[BH3-]C#N.[Na+]. (6) The reactants are [C:1]([O:5][C:6]([NH:8][C:9]1[C:10]([CH3:21])=[N:11][C:12]([O:16][CH2:17][C:18]([OH:20])=O)=[N:13][C:14]=1[CH3:15])=[O:7])([CH3:4])([CH3:3])[CH3:2].[CH:22]1([CH2:25][N:26]2[CH2:31][CH2:30][CH:29]([NH:32][CH3:33])[CH2:28][CH2:27]2)[CH2:24][CH2:23]1.C(N(CC)CC)C.C([O-])(=O)C. The catalyst is C(#N)C. The product is [CH:22]1([CH2:25][N:26]2[CH2:31][CH2:30][CH:29]([N:32]([CH3:33])[C:18](=[O:20])[CH2:17][O:16][C:12]3[N:13]=[C:14]([CH3:15])[C:9]([NH:8][C:6](=[O:7])[O:5][C:1]([CH3:2])([CH3:3])[CH3:4])=[C:10]([CH3:21])[N:11]=3)[CH2:28][CH2:27]2)[CH2:23][CH2:24]1. The yield is 0.520. (7) The reactants are [NH2:1][CH:2]1[CH2:5][N:4]([C:6]([C:8]2[CH:9]=[C:10]([CH:23]=[CH:24][C:25]=2[F:26])[CH2:11][C:12]2[C:21]3[C:16](=[CH:17][CH:18]=[CH:19][CH:20]=3)[C:15](=[O:22])[NH:14][N:13]=2)=[O:7])[CH2:3]1.[CH:27](=O)[CH2:28][CH3:29].C(O[BH-](OC(=O)C)OC(=O)C)(=O)C.[Na+]. No catalyst specified. The product is [F:26][C:25]1[CH:24]=[CH:23][C:10]([CH2:11][C:12]2[C:21]3[C:16](=[CH:17][CH:18]=[CH:19][CH:20]=3)[C:15](=[O:22])[NH:14][N:13]=2)=[CH:9][C:8]=1[C:6]([N:4]1[CH2:3][CH:2]([NH:1][CH2:27][CH2:28][CH3:29])[CH2:5]1)=[O:7]. The yield is 0.850.